The task is: Predict the product of the given reaction.. This data is from Forward reaction prediction with 1.9M reactions from USPTO patents (1976-2016). (1) Given the reactants [F:1][C:2]([F:33])([F:32])[C:3]1[CH:27]=[C:26]([C:28]([F:31])([F:30])[F:29])[CH:25]=[CH:24][C:4]=1[CH2:5][N:6]1[C:14]2[C:9](=[CH:10][C:11]([CH:15]=[C:16]3[S:20][C:19](SC)=[N:18][C:17]3=[O:23])=[CH:12][CH:13]=2)[CH:8]=[N:7]1.[CH3:34][N:35]1[CH2:40][CH2:39][NH:38][CH2:37][CH2:36]1, predict the reaction product. The product is: [F:33][C:2]([F:1])([F:32])[C:3]1[CH:27]=[C:26]([C:28]([F:31])([F:30])[F:29])[CH:25]=[CH:24][C:4]=1[CH2:5][N:6]1[C:14]2[C:9](=[CH:10][C:11]([CH:15]=[C:16]3[S:20][C:19]([N:38]4[CH2:39][CH2:40][N:35]([CH3:34])[CH2:36][CH2:37]4)=[N:18][C:17]3=[O:23])=[CH:12][CH:13]=2)[CH:8]=[N:7]1. (2) Given the reactants Cl[C:2]1[N:7]=[CH:6][N:5]([CH2:8][C:9]2[CH:14]=[CH:13][C:12]([Cl:15])=[CH:11][CH:10]=2)[C:4](=[O:16])[N:3]=1.[F:17][C:18]1[CH:23]=[CH:22][C:21]([N:24]2[CH2:28][CH2:27][CH:26]([OH:29])[CH2:25]2)=[CH:20][CH:19]=1, predict the reaction product. The product is: [Cl:15][C:12]1[CH:13]=[CH:14][C:9]([CH2:8][N:5]2[CH:6]=[N:7][C:2]([O:29][CH:26]3[CH2:27][CH2:28][N:24]([C:21]4[CH:22]=[CH:23][C:18]([F:17])=[CH:19][CH:20]=4)[CH2:25]3)=[N:3][C:4]2=[O:16])=[CH:10][CH:11]=1. (3) Given the reactants [OH:1][CH2:2][CH2:3][O:4][C:5]1[CH:32]=[CH:31][C:8]2[C:9](=[O:30])/[C:10](=[CH:12]/[C:13]3[C:21]4[C:16](=[CH:17][CH:18]=[CH:19][CH:20]=4)[N:15](COCC[Si](C)(C)C)[N:14]=3)/[O:11][C:7]=2[C:6]=1[CH2:33][N:34]1[CH2:39][CH2:38][N:37]([C:40]([O:42][C:43]([CH3:46])([CH3:45])[CH3:44])=[O:41])[CH2:36][CH2:35]1.[F-].C([N+](CCCC)(CCCC)CCCC)CCC.O, predict the reaction product. The product is: [NH:15]1[C:16]2[C:21](=[CH:20][CH:19]=[CH:18][CH:17]=2)[C:13](/[CH:12]=[C:10]2\[O:11][C:7]3[C:6]([CH2:33][N:34]4[CH2:39][CH2:38][N:37]([C:40]([O:42][C:43]([CH3:46])([CH3:44])[CH3:45])=[O:41])[CH2:36][CH2:35]4)=[C:5]([O:4][CH2:3][CH2:2][OH:1])[CH:32]=[CH:31][C:8]=3[C:9]\2=[O:30])=[N:14]1. (4) The product is: [S:2]([OH:5])(=[O:4])(=[O:3])[CH3:1].[F:6][C:7]1[CH:49]=[CH:48][CH:47]=[C:46]([F:50])[C:8]=1[C:9]([N:11]1[CH2:16][CH2:15][CH:14]([O:17][C:18]2[CH:23]=[C:22]([NH:24][C:25]([NH:27][C:28]3[N:29]([C:39]4[CH:40]=[CH:41][C:42]([CH3:45])=[CH:43][CH:44]=4)[N:30]=[C:31]([C:33]([CH2:34][F:35])([CH3:36])[CH2:37][F:38])[CH:32]=3)=[O:26])[CH:21]=[CH:20][N:19]=2)[CH2:13][CH2:12]1)=[O:10]. Given the reactants [CH3:1][S:2]([OH:5])(=[O:4])=[O:3].[F:6][C:7]1[CH:49]=[CH:48][CH:47]=[C:46]([F:50])[C:8]=1[C:9]([N:11]1[CH2:16][CH2:15][CH:14]([O:17][C:18]2[CH:23]=[C:22]([NH:24][C:25]([NH:27][C:28]3[N:29]([C:39]4[CH:44]=[CH:43][C:42]([CH3:45])=[CH:41][CH:40]=4)[N:30]=[C:31]([C:33]([CH2:37][F:38])([CH3:36])[CH2:34][F:35])[CH:32]=3)=[O:26])[CH:21]=[CH:20][N:19]=2)[CH2:13][CH2:12]1)=[O:10], predict the reaction product. (5) Given the reactants C1(P(C2C=CC=CC=2)C2C=CC=CC=2)C=CC=CC=1.[C:20]([Br:24])(Br)(Br)Br.[Br:25][C:26]1[CH:31]=[CH:30][CH:29]=[CH:28][C:27]=1[CH2:32]CO.C(=O)([O-])[O-].[Na+].[Na+], predict the reaction product. The product is: [Br:25][C:26]1[CH:31]=[CH:30][CH:29]=[CH:28][C:27]=1[CH2:32][CH2:20][Br:24]. (6) The product is: [ClH:25].[NH:27]1[CH2:31][CH2:30][C@@H:29]([O:32]/[N:33]=[C:20]2/[C@H:3]([CH2:1][CH3:2])[CH:4]3[C@:17]([CH3:22])([CH2:18][CH2:19]/2)[C@@H:16]2[C@H:7]([C@H:8]4[C@@:12]([CH2:14][CH2:15]2)([CH3:13])[C:11](=[O:23])[CH2:10][CH2:9]4)[CH2:6][C@@H:5]3[OH:24])[CH2:28]1. Given the reactants [CH2:1]([C@H:3]1[C:20](=O)[CH2:19][CH2:18][C@@:17]2([CH3:22])[CH:4]1[C@@H:5]([OH:24])[CH2:6][C@@H:7]1[C@@H:16]2[CH2:15][CH2:14][C@@:12]2([CH3:13])[C@H:8]1[CH2:9][CH2:10][C:11]2=[O:23])[CH3:2].[ClH:25].Cl.[NH:27]1[CH2:31][CH2:30][C@@H:29]([O:32][NH2:33])[CH2:28]1, predict the reaction product.